From a dataset of Forward reaction prediction with 1.9M reactions from USPTO patents (1976-2016). Predict the product of the given reaction. (1) Given the reactants [O:1]1[C:5]2[CH:6]=[CH:7][CH:8]=[CH:9][C:4]=2[CH:3]=[C:2]1[C:10]([NH:12][C:13]1[S:14][CH:15]=[C:16](OS(C(F)(F)F)(=O)=O)[C:17]=1[C:18]([O:20]C(C)(C)C)=[O:19])=[O:11].[CH3:33][C:34]1[CH:35]=[CH:36][C:37](B(O)O)=[C:38]2[C:43]=1[N:42]=[CH:41][CH:40]=[CH:39]2.C(=O)([O-])[O-].[Na+].[Na+].C(O)C, predict the reaction product. The product is: [O:1]1[C:5]2[CH:6]=[CH:7][CH:8]=[CH:9][C:4]=2[CH:3]=[C:2]1[C:10]([NH:12][C:13]1[S:14][CH:15]=[C:16]([C:37]2[CH:36]=[CH:35][C:34]([CH3:33])=[C:43]3[C:38]=2[CH:39]=[CH:40][CH:41]=[N:42]3)[C:17]=1[C:18]([OH:20])=[O:19])=[O:11]. (2) Given the reactants [CH3:1][C:2]1[C:3]([CH2:14][S:15][C:16]2[NH:20][C:19]3[CH:21]=[CH:22][CH:23]=[CH:24][C:18]=3[N:17]=2)=[N:4][CH:5]=[CH:6][C:7]=1[O:8][CH2:9][C:10]([F:13])([F:12])[F:11].O.C(C(C(C(OCC)=O)O)O)(OCC)=[O:27].C(N(C(C)C)CC)(C)C.[O-]O.C1(C(C)C)C=CC=CC=1.S([O-])([O-])(=O)=S.[Na+].[Na+], predict the reaction product. The product is: [CH3:1][C:2]1[C:3]([CH2:14][S@:15]([C:16]2[NH:17][C:18]3[CH:24]=[CH:23][CH:22]=[CH:21][C:19]=3[N:20]=2)=[O:27])=[N:4][CH:5]=[CH:6][C:7]=1[O:8][CH2:9][C:10]([F:12])([F:11])[F:13]. (3) Given the reactants C([N:5]1[C:10](=[O:11])[C:9]([CH:12]2[CH2:16][CH2:15][CH2:14][CH2:13]2)=[C:8]([Cl:17])[CH:7]=[N:6]1)(C)(C)C.[N+]([O-])(O)=O, predict the reaction product. The product is: [Cl:17][C:8]1[CH:7]=[N:6][NH:5][C:10](=[O:11])[C:9]=1[CH:12]1[CH2:16][CH2:15][CH2:14][CH2:13]1. (4) Given the reactants Br[C:2]1[CH:11]=[CH:10][C:5]([C:6]([O:8][CH3:9])=[O:7])=[C:4]([F:12])[CH:3]=1.[CH:13]1([B-](F)(F)F)[CH2:15][CH2:14]1.[K+].C(=O)([O-])[O-].[Cs+].[Cs+].O, predict the reaction product. The product is: [CH:13]1([C:2]2[CH:11]=[CH:10][C:5]([C:6]([O:8][CH3:9])=[O:7])=[C:4]([F:12])[CH:3]=2)[CH2:15][CH2:14]1. (5) The product is: [CH2:18]([O:17][C:15]([N:12]1[CH2:13][CH2:14][C:9]2[C:8]3[C:7](=[C:6]([O:21][CH3:22])[CH:5]=[CH:4][C:3]=3[C:1]([OH:25])=[O:2])[O:20][C:10]=2[CH2:11]1)=[O:16])[CH3:19]. Given the reactants [CH:1]([C:3]1[C:8]2[C:9]3[CH2:14][CH2:13][N:12]([C:15]([O:17][CH2:18][CH3:19])=[O:16])[CH2:11][C:10]=3[O:20][C:7]=2[C:6]([O:21][CH3:22])=[CH:5][CH:4]=1)=[O:2].S(=O)(=O)([OH:25])N.Cl([O-])=O.[Na+], predict the reaction product. (6) Given the reactants [CH:1]([C:3]1[CH:4]=[C:5]([S:21]([NH2:24])(=[O:23])=[O:22])[CH:6]=[C:7]([C:11]2[CH:16]=[CH:15][CH:14]=[C:13]([NH:17][C:18]([NH2:20])=[O:19])[CH:12]=2)[C:8]=1[O:9][CH3:10])=[O:2].[N:25]1[CH:30]=[CH:29][CH:28]=[C:27]([CH2:31][CH2:32][C:33](Cl)=[O:34])[CH:26]=1, predict the reaction product. The product is: [CH:1]([C:3]1[CH:4]=[C:5]([S:21]([NH:24][C:33](=[O:34])[CH2:32][CH2:31][C:27]2[CH:26]=[N:25][CH:30]=[CH:29][CH:28]=2)(=[O:23])=[O:22])[CH:6]=[C:7]([C:11]2[CH:16]=[CH:15][CH:14]=[C:13]([NH:17][C:18]([NH2:20])=[O:19])[CH:12]=2)[C:8]=1[O:9][CH3:10])=[O:2].